From a dataset of Reaction yield outcomes from USPTO patents with 853,638 reactions. Predict the reaction yield, written as a fraction of the theoretical maximum amount of product (1.0 means a 100% yield; for example, 0.34 means a 34% yield). The reactants are [CH3:1][O:2][C:3]([C:5]1[C:6]([CH3:15])=[C:7]2[N:12]([CH:13]=1)[N:11]=[CH:10][N:9]=[C:8]2Cl)=[O:4].[CH3:16][C:17]1[NH:18][C:19]2[C:24]([CH:25]=1)=[CH:23][C:22]([OH:26])=[CH:21][CH:20]=2.C(N(CC)CC)C. The catalyst is C(#N)C. The product is [CH3:1][O:2][C:3]([C:5]1[C:6]([CH3:15])=[C:7]2[N:12]([CH:13]=1)[N:11]=[CH:10][N:9]=[C:8]2[O:26][C:22]1[CH:23]=[C:24]2[C:19](=[CH:20][CH:21]=1)[NH:18][C:17]([CH3:16])=[CH:25]2)=[O:4]. The yield is 0.850.